This data is from Catalyst prediction with 721,799 reactions and 888 catalyst types from USPTO. The task is: Predict which catalyst facilitates the given reaction. (1) Reactant: [F:1][C:2]1[CH:3]=[C:4]([C:9]2[CH:10]=[N:11][C:12]3[C:17]([N:18]=2)=[C:16]([C:19]([NH:21][CH2:22][C:23]([O:25]CC)=[O:24])=[O:20])[C:15]([OH:28])=[C:14]([C:29]2[S:30][CH:31]=[CH:32][CH:33]=2)[CH:13]=3)[CH:5]=[CH:6][C:7]=1[F:8].[OH-].[Na+]. Product: [F:1][C:2]1[CH:3]=[C:4]([C:9]2[CH:10]=[N:11][C:12]3[C:17]([N:18]=2)=[C:16]([C:19]([NH:21][CH2:22][C:23]([OH:25])=[O:24])=[O:20])[C:15]([OH:28])=[C:14]([C:29]2[S:30][CH:31]=[CH:32][CH:33]=2)[CH:13]=3)[CH:5]=[CH:6][C:7]=1[F:8]. The catalyst class is: 111. (2) The catalyst class is: 431. Product: [ClH:1].[N:2]12[CH2:9][CH2:8][CH:5]([CH2:6][CH2:7]1)[C@@H:4]([NH:10][C:11]([C:13]1[S:14][C:15]3[C:21]([C:30]4[CH:31]=[C:26]([CH:27]=[CH:28][CH:29]=4)[C:23]([OH:25])=[O:24])=[CH:20][CH:19]=[CH:18][C:16]=3[CH:17]=1)=[O:12])[CH2:3]2. Reactant: [ClH:1].[N:2]12[CH2:9][CH2:8][CH:5]([CH2:6][CH2:7]1)[C@@H:4]([NH:10][C:11]([C:13]1[S:14][C:15]3[C:21](Br)=[CH:20][CH:19]=[CH:18][C:16]=3[CH:17]=1)=[O:12])[CH2:3]2.[C:23]([C:26]1[CH:27]=[C:28](B(O)O)[CH:29]=[CH:30][CH:31]=1)([OH:25])=[O:24].C(=O)([O-])[O-].[Na+].[Na+]. (3) Reactant: [C:1]([O:5][C:6]([N:8]1[C:12]2=[N:13][CH:14]=[CH:15][C:16]([CH2:17][NH:18][C:19]3([C:24](O)=[O:25])[CH2:23][CH2:22][CH2:21][CH2:20]3)=[C:11]2[C:10]([C:27]([O:29][CH3:30])=[O:28])=[CH:9]1)=[O:7])([CH3:4])([CH3:3])[CH3:2].CN(C(ON1N=N[C:41]2[CH:42]=[CH:43][CH:44]=[N:45][C:40]1=2)=[N+](C)C)C.F[P-](F)(F)(F)(F)F.C1(N)CCCC1.CN1CCOCC1. Product: [CH:40]1([NH:45][C:24]([C:19]2([NH:18][CH2:17][C:16]3[CH:15]=[CH:14][N:13]=[C:12]4[N:8]([C:6]([O:5][C:1]([CH3:4])([CH3:2])[CH3:3])=[O:7])[CH:9]=[C:10]([C:27]([O:29][CH3:30])=[O:28])[C:11]=34)[CH2:20][CH2:21][CH2:22][CH2:23]2)=[O:25])[CH2:41][CH2:42][CH2:43][CH2:44]1. The catalyst class is: 1. (4) Reactant: [F:8][C:7]([F:10])([F:9])[C:6](O[C:6](=[O:11])[C:7]([F:10])([F:9])[F:8])=[O:11].[NH2:14][C:15]1[CH:20]=[CH:19][N:18]2[N:21]=[CH:22][C:23]([CH:24]=[O:25])=[C:17]2[CH:16]=1.CCN(CC)CC. Product: [F:10][C:7]([F:8])([F:9])[C:6]([NH:14][C:15]1[CH:20]=[CH:19][N:18]2[N:21]=[CH:22][C:23]([CH:24]=[O:25])=[C:17]2[CH:16]=1)=[O:11]. The catalyst class is: 2. (5) Reactant: [C:1]([O:5][C:6]([N:8]1[C:17]2[C:12](=[N:13][C:14]([O:18][CH3:19])=[CH:15][CH:16]=2)[C@@H:11]([NH:20]C(O[C@@H](C2C=CC=CC=2)C)=O)[CH2:10][C@H:9]1[CH2:32][CH3:33])=[O:7])([CH3:4])([CH3:3])[CH3:2]. Product: [C:1]([O:5][C:6]([N:8]1[C:17]2[C:12](=[N:13][C:14]([O:18][CH3:19])=[CH:15][CH:16]=2)[C@@H:11]([NH2:20])[CH2:10][C@H:9]1[CH2:32][CH3:33])=[O:7])([CH3:4])([CH3:3])[CH3:2]. The catalyst class is: 129.